Task: Predict the reactants needed to synthesize the given product.. Dataset: Full USPTO retrosynthesis dataset with 1.9M reactions from patents (1976-2016) (1) Given the product [Br-:1].[CH3:16][O:15][CH2:14][O:13][C:5]1[CH:4]=[C:3]([CH:8]=[CH:7][C:6]=1[O:9][CH2:10][O:11][CH3:12])[CH2:2][P+:23]([C:24]1[CH:25]=[CH:26][CH:27]=[CH:28][CH:29]=1)([C:30]1[CH:35]=[CH:34][CH:33]=[CH:32][CH:31]=1)[C:20]1[CH:19]=[CH:18][CH:17]=[CH:22][CH:21]=1, predict the reactants needed to synthesize it. The reactants are: [Br:1][CH2:2][C:3]1[CH:8]=[CH:7][C:6]([O:9][CH2:10][O:11][CH3:12])=[C:5]([O:13][CH2:14][O:15][CH3:16])[CH:4]=1.[CH:17]1[CH:22]=[CH:21][C:20]([P:23]([C:30]2[CH:35]=[CH:34][CH:33]=[CH:32][CH:31]=2)[C:24]2[CH:29]=[CH:28][CH:27]=[CH:26][CH:25]=2)=[CH:19][CH:18]=1. (2) Given the product [CH3:1][CH:2]([CH3:30])[C@@H:3]([NH:8][S:9]([C:12]1[CH:29]=[CH:28][C:15]2[O:16][C:17]3[CH:22]=[C:21]([C:23]4[S:24][CH:25]=[CH:26][N:27]=4)[CH:20]=[CH:19][C:18]=3[C:14]=2[CH:13]=1)(=[O:11])=[O:10])[C:4]([OH:6])=[O:5], predict the reactants needed to synthesize it. The reactants are: [CH3:1][CH:2]([CH3:30])[C@@H:3]([NH:8][S:9]([C:12]1[CH:29]=[CH:28][C:15]2[O:16][C:17]3[CH:22]=[C:21]([C:23]4[S:24][CH:25]=[CH:26][N:27]=4)[CH:20]=[CH:19][C:18]=3[C:14]=2[CH:13]=1)(=[O:11])=[O:10])[C:4]([O:6]C)=[O:5].[Li+].[OH-].O.